Predict which catalyst facilitates the given reaction. From a dataset of Catalyst prediction with 721,799 reactions and 888 catalyst types from USPTO. (1) Reactant: [CH3:1][C@@:2]([OH:34])([C:30]([CH3:33])([CH3:32])[CH3:31])[C@@H:3]1[C@:8]2([O:28][CH3:29])[C@@H:9]3[O:23][C:18]4=[C:19]([OH:22])[CH:20]=[CH:21][C:16]5=[C:17]4[C@:10]43[CH2:11][CH2:12][N:13]([CH2:24][CH:25]3[CH2:27][CH2:26]3)[C@H:14]([CH2:15]5)[C@@:5]4([CH2:6][CH2:7]2)[CH2:4]1.Cl.O.[OH-].[Na+]. Product: [CH3:1][C@@:2]([OH:34])([C:30]([CH3:33])([CH3:32])[CH3:31])[C@@H:3]1[C@:8]2([O:28][CH3:29])[C@@H:9]3[O:23][C:18]4=[C:19]([OH:22])[CH:20]=[CH:21][C:16]5=[C:17]4[C@:10]43[CH2:11][CH2:12][N:13]([CH2:24][CH:25]3[CH2:26][CH2:27]3)[C@H:14]([CH2:15]5)[C@@:5]4([CH2:6][CH2:7]2)[CH2:4]1. The catalyst class is: 2. (2) Reactant: Cl.[NH2:2][C@H:3]1[C:11]2[C:6](=[C:7]([C:12]3[S:16][C:15]([C:17]4[CH:18]=[CH:19][C:20]([O:25][CH:26]([CH3:28])[CH3:27])=[C:21]([CH:24]=4)[C:22]#[N:23])=[N:14][N:13]=3)[CH:8]=[CH:9][CH:10]=2)[CH2:5][CH2:4]1.Br[CH2:30][CH2:31][O:32][Si:33]([C:36]([CH3:39])([CH3:38])[CH3:37])([CH3:35])[CH3:34].O. Product: [Si:33]([O:32][CH2:31][CH2:30][NH:2][C@H:3]1[C:11]2[C:6](=[C:7]([C:12]3[S:16][C:15]([C:17]4[CH:18]=[CH:19][C:20]([O:25][CH:26]([CH3:28])[CH3:27])=[C:21]([CH:24]=4)[C:22]#[N:23])=[N:14][N:13]=3)[CH:8]=[CH:9][CH:10]=2)[CH2:5][CH2:4]1)([C:36]([CH3:39])([CH3:38])[CH3:37])([CH3:35])[CH3:34]. The catalyst class is: 3. (3) Reactant: [F:1][C:2]1[CH:7]=[CH:6][C:5]([CH:8]([O:11][Si](C)(C)C)[C:9]#N)=[CH:4][CH:3]=1.[Li+].C[Si]([N-][Si](C)(C)C)(C)C.BrC[C:28]1[CH:37]=[CH:36][C:31]([C:32]([O:34][CH3:35])=[O:33])=[CH:30][CH:29]=1.[F-].C([N+](CCCC)(CCCC)CCCC)CCC. Product: [CH3:35][O:34][C:32](=[O:33])[C:31]1[CH:36]=[CH:37][C:28]([CH2:9][C:8]([C:5]2[CH:6]=[CH:7][C:2]([F:1])=[CH:3][CH:4]=2)=[O:11])=[CH:29][CH:30]=1. The catalyst class is: 20.